The task is: Predict the reaction yield, written as a fraction of the theoretical maximum amount of product (1.0 means a 100% yield; for example, 0.34 means a 34% yield).. This data is from Reaction yield outcomes from USPTO patents with 853,638 reactions. (1) The catalyst is C(Cl)Cl.CC(C)=O. The product is [CH:18]([N:15]1[CH2:14][CH2:13][CH:12]([CH2:11][O:10][C:6]2[CH:5]=[C:4]3[C:9]([C@H:38]([C:33]4[CH:59]=[CH:58][C:62]([O:61][CH3:60])=[CH:41][CH:40]=4)[CH2:37][N:36]4[CH2:35][CH2:34][CH2:46][C@H:3]43)=[CH:8][CH:7]=2)[CH2:17][CH2:16]1)([CH3:19])[CH3:20]. The reactants are CO[C:3](=O)[C:4]1[CH:9]=[CH:8][CH:7]=[C:6]([O:10][CH2:11][CH:12]2[CH2:17][CH2:16][N:15]([CH:18]([CH3:20])[CH3:19])[CH2:14][CH2:13]2)[CH:5]=1.COC(=O)C1C=CC=C(OC[CH:33]2[CH2:38][CH2:37][NH:36][CH2:35][CH2:34]2)C=1.[C:40](O)(=O)[CH3:41].[BH-](OC(C)=O)(OC(C)=O)O[C:46](C)=O.[Na+].[CH2:58]1[CH2:62][O:61][CH2:60][CH2:59]1. The yield is 0.810. (2) The reactants are [Cl-].[Cl-].C([Al+2])C.[C:6]([O:10][CH3:11])(=[O:9])[C:7]#[CH:8].[C:12]([O:15][C@@H:16]1[CH2:34][CH2:33][C@@:32]2([CH3:35])[C@H:18]([CH2:19][CH2:20][C@@H:21]3[C:31]2=[CH:30][CH2:29][C@@:28]2([CH3:36])[C@H:22]3[CH2:23][CH2:24]/[C:25]/2=[CH:26]/[CH3:27])[CH2:17]1)(=[O:14])[CH3:13].O. The catalyst is C(Cl)Cl. The product is [C:12]([O:15][C@@H:16]1[CH2:34][CH2:33][C@@:32]2([CH3:35])[C@H:18]([CH2:19][CH2:20][C@@H:21]3[C:31]2=[CH:30][CH2:29][C@@:28]2([CH3:36])[C@H:22]3[CH2:23][CH:24]=[C:25]2[C@H:26]([CH3:27])/[CH:8]=[CH:7]/[C:6]([O:10][CH3:11])=[O:9])[CH2:17]1)(=[O:14])[CH3:13]. The yield is 0.680. (3) The reactants are [F:1][C:2]1[CH:3]=[C:4]([CH:10]=[CH:11][CH:12]=1)[CH2:5][CH2:6][C:7](O)=[O:8].[H-].[H-].[H-].[H-].[Li+].[Al+3]. The catalyst is C1COCC1. The product is [F:1][C:2]1[CH:3]=[C:4]([CH2:5][CH2:6][CH2:7][OH:8])[CH:10]=[CH:11][CH:12]=1. The yield is 0.990. (4) The reactants are Cl.[CH3:2][N:3]1[C:12]2[C:7](=[CH:8][CH:9]=[CH:10][C:11]=2[NH:13]C(OC(C)(C)C)=O)[CH2:6][CH2:5][CH2:4]1. The catalyst is CO. The product is [CH3:2][N:3]1[C:12]2[C:7](=[CH:8][CH:9]=[CH:10][C:11]=2[NH2:13])[CH2:6][CH2:5][CH2:4]1. The yield is 0.880. (5) The yield is 0.478. The catalyst is C1COCC1. The product is [F:14][CH:15]([F:21])[C:16]([C:2]1[CH:7]=[CH:6][CH:5]=[CH:4][C:3]=1[F:8])=[O:17]. The reactants are Br[C:2]1[CH:7]=[CH:6][CH:5]=[CH:4][C:3]=1[F:8].C([Li])CCC.[F:14][CH:15]([F:21])[C:16](OCC)=[O:17].[NH4+].[Cl-]. (6) The reactants are [OH-:1].[Na+].[Br:3][C:4]1[CH:5]=[C:6]([OH:10])[CH:7]=[CH:8][CH:9]=1.[CH:11](Cl)(Cl)Cl.Cl. The catalyst is O.ClCCl. The product is [Br:3][C:4]1[CH:9]=[CH:8][CH:7]=[C:6]([OH:10])[C:5]=1[CH:11]=[O:1]. The yield is 0.350.